From a dataset of Forward reaction prediction with 1.9M reactions from USPTO patents (1976-2016). Predict the product of the given reaction. (1) Given the reactants [CH:1]1([CH2:5][CH2:6][CH2:7][CH2:8][CH2:9][CH2:10]O)[CH2:4][CH2:3][CH2:2]1.C1(P(C2C=CC=CC=2)C2C=CC=CC=2)C=CC=CC=1.C1C(=O)N([Br:38])C(=O)C1, predict the reaction product. The product is: [Br:38][CH2:10][CH2:9][CH2:8][CH2:7][CH2:6][CH2:5][CH:1]1[CH2:4][CH2:3][CH2:2]1. (2) Given the reactants [I:1][C:2]1[CH:7]=[CH:6][CH:5]=[CH:4][N:3]=1.[CH3:8][N:9]1[C:13]2[CH:14]=[CH:15][CH:16]=[CH:17][C:12]=2[N:11]=[CH:10]1, predict the reaction product. The product is: [I-:1].[CH3:8][N+:9]1[C:13]2[CH:14]=[CH:15][CH:16]=[CH:17][C:12]=2[N:11]([C:2]2[CH:7]=[CH:6][CH:5]=[CH:4][N:3]=2)[CH:10]=1. (3) Given the reactants Cl[C:2]1[CH:7]=[CH:6][N:5]=[C:4]([NH:8][CH:9]2[CH2:14][C:13]([CH3:16])([CH3:15])[NH:12][C:11]([CH3:18])([CH3:17])[CH2:10]2)[N:3]=1.C(OC(=O)[NH:25][C:26]([CH3:34])([CH3:33])[CH2:27][C:28]1[S:29][CH:30]=[CH:31][CH:32]=1)(C)(C)C.Cl, predict the reaction product. The product is: [NH2:25][C:26]([CH3:34])([CH3:33])[CH2:27][C:28]1[S:29][C:30]([C:2]2[CH:7]=[CH:6][N:5]=[C:4]([NH:8][CH:9]3[CH2:14][C:13]([CH3:16])([CH3:15])[NH:12][C:11]([CH3:18])([CH3:17])[CH2:10]3)[N:3]=2)=[CH:31][CH:32]=1. (4) The product is: [Cl:1][C:2]1[N:7]=[C:6]([I:15])[C:5]([OH:8])=[CH:4][CH:3]=1. Given the reactants [Cl:1][C:2]1[N:7]=[CH:6][C:5]([OH:8])=[CH:4][CH:3]=1.C(=O)([O-])[O-].[Na+].[Na+].[I:15]I.Cl, predict the reaction product. (5) Given the reactants [N:1]1[C:6]2[NH:7][C:8]3[CH:16]=[CH:15][CH:14]=[CH:13][C:9]=3[C:10](=O)[NH:11][C:5]=2[CH:4]=[CH:3][CH:2]=1.COC1C=CC(P2(SP(C3C=CC(OC)=CC=3)(=S)S2)=[S:26])=CC=1.O, predict the reaction product. The product is: [N:1]1[C:6]2[NH:7][C:8]3[CH:16]=[CH:15][CH:14]=[CH:13][C:9]=3[C:10](=[S:26])[NH:11][C:5]=2[CH:4]=[CH:3][CH:2]=1.